Task: Predict the product of the given reaction.. Dataset: Forward reaction prediction with 1.9M reactions from USPTO patents (1976-2016) (1) Given the reactants C([SiH](CC)CC)C.C([O:15][C:16]1[CH:21]=[CH:20][C:19]([N:22]2[C:30]3[C:25](=[CH:26][CH:27]=[CH:28][CH:29]=3)[C:24]([CH:31]=[N:32][OH:33])=[C:23]2[CH3:34])=[CH:18][C:17]=1[F:35])C1C=CC=CC=1.[Cl-].[NH4+].[F-].C([N+](CCCC)(CCCC)CCCC)CCC, predict the reaction product. The product is: [F:35][C:17]1[CH:18]=[C:19]([N:22]2[C:30]3[C:25](=[CH:26][CH:27]=[CH:28][CH:29]=3)[C:24]([CH:31]=[N:32][OH:33])=[C:23]2[CH3:34])[CH:20]=[CH:21][C:16]=1[OH:15]. (2) Given the reactants [OH:1][CH2:2][CH2:3][CH2:4][O:5][C:6]1[CH:20]=[CH:19][C:9]([O:10][C@:11]([CH3:18])([CH2:16][CH3:17])[C:12]([O:14]C)=[O:13])=[CH:8][CH:7]=1.[Cl:21][C:22]1[CH:23]=[C:24]2[C:29](=[CH:30][C:31]=1O)[O:28][C:27]([CH3:34])([CH3:33])[CH2:26][CH2:25]2, predict the reaction product. The product is: [Cl:21][C:22]1[CH:23]=[C:24]2[C:29](=[CH:30][C:31]=1[O:1][CH2:2][CH2:3][CH2:4][O:5][C:6]1[CH:20]=[CH:19][C:9]([O:10][C@:11]([CH3:18])([CH2:16][CH3:17])[C:12]([OH:14])=[O:13])=[CH:8][CH:7]=1)[O:28][C:27]([CH3:34])([CH3:33])[CH2:26][CH2:25]2. (3) Given the reactants Cl[C:2]1[N:6]([CH3:7])[N:5]=[C:4]([C:8]([F:11])([F:10])[F:9])[C:3]=1[CH:12]=[O:13].[Cl:14][C:15]1[CH:20]=[CH:19][C:18]([OH:21])=[CH:17][CH:16]=1.C(=O)([O-])[O-:23].[K+].[K+], predict the reaction product. The product is: [Cl:14][C:15]1[CH:20]=[CH:19][C:18]([O:21][C:2]2[N:6]([CH3:7])[N:5]=[C:4]([C:8]([F:11])([F:10])[F:9])[C:3]=2[C:12]([OH:13])=[O:23])=[CH:17][CH:16]=1. (4) Given the reactants [N:1]1([C:7]([N:9]2[CH2:14][CH:13]([C:15]3[CH:20]=[CH:19][C:18]([O:21][C:22]([F:25])([F:24])[F:23])=[CH:17][CH:16]=3)[CH2:12][CH:11]([C:26]([OH:28])=O)[CH2:10]2)=[O:8])[CH2:6][CH2:5][O:4][CH2:3][CH2:2]1.[F:29][C:30]1[C:31]([C:37](=[N:39]O)[NH2:38])=[N:32][CH:33]=[C:34]([F:36])[CH:35]=1, predict the reaction product. The product is: [F:29][C:30]1[C:31]([C:37]2[N:38]=[C:26]([CH:11]3[CH2:12][CH:13]([C:15]4[CH:20]=[CH:19][C:18]([O:21][C:22]([F:25])([F:24])[F:23])=[CH:17][CH:16]=4)[CH2:14][N:9]([C:7]([N:1]4[CH2:6][CH2:5][O:4][CH2:3][CH2:2]4)=[O:8])[CH2:10]3)[O:28][N:39]=2)=[N:32][CH:33]=[C:34]([F:36])[CH:35]=1. (5) Given the reactants [Cl:1][C:2]1[CH:7]=[CH:6][CH:5]=[CH:4][C:3]=1[C:8]1[C:9](=[O:27])[NH:10][C:11](=O)[N:12]([CH2:14][C:15]2[C:20]([C:21]([F:24])([F:23])[F:22])=[CH:19][CH:18]=[CH:17][C:16]=2[F:25])[CH:13]=1.Br[CH2:29][CH2:30][CH2:31][C:32]([O:34][CH2:35][CH3:36])=[O:33].[C:37]([O-:40])([O-])=O.[K+].[K+], predict the reaction product. The product is: [CH2:35]([O:34][C:32]([CH2:31][CH2:30][CH2:29][NH:12][C@H:14]([C:15]1[CH:20]=[CH:19][CH:18]=[CH:17][CH:16]=1)[CH2:11][N:10]1[C:9](=[O:27])[C:8]([C:3]2[CH:4]=[CH:5][CH:6]=[CH:7][C:2]=2[Cl:1])=[CH:13][N:12]([CH2:14][C:15]2[C:20]([C:21]([F:22])([F:23])[F:24])=[CH:19][CH:18]=[CH:17][C:16]=2[F:25])[C:37]1=[O:40])=[O:33])[CH3:36]. (6) The product is: [F:8][C:2]([F:9])([CH:30]([OH:31])[CH:27]1[CH2:26][CH2:25][CH:24]([CH:21]2[CH2:22][CH2:23][CH:18]([CH2:15][CH2:16][CH3:17])[CH2:19][CH2:20]2)[CH2:29][CH2:28]1)[C:3]([O:5][CH2:6][CH3:7])=[O:4]. Given the reactants Br[C:2]([F:9])([F:8])[C:3]([O:5][CH2:6][CH3:7])=[O:4].C1COCC1.[CH2:15]([CH:18]1[CH2:23][CH2:22][CH:21]([CH:24]2[CH2:29][CH2:28][CH:27]([CH:30]=[O:31])[CH2:26][CH2:25]2)[CH2:20][CH2:19]1)[CH2:16][CH3:17].Cl, predict the reaction product. (7) The product is: [Cl:1][C:2]1[CH:19]=[CH:18][C:5]([C:6](=[O:7])[CH2:8][C:9]([O:10][CH3:11])=[O:17])=[C:4]([O:20][CH3:21])[CH:3]=1. Given the reactants [Cl:1][C:2]1[CH:19]=[CH:18][C:5]([C:6]([CH:8]2C(=O)O[C:11](C)(C)[O:10][C:9]2=[O:17])=[O:7])=[C:4]([O:20][CH3:21])[CH:3]=1, predict the reaction product. (8) The product is: [O:31]=[C:28]1[CH2:29][CH2:30][N:1]([CH2:2][C:3]2([C:9]([O:11][C:12]([CH3:15])([CH3:14])[CH3:13])=[O:10])[CH2:8][CH2:7][O:6][CH2:5][CH2:4]2)[CH2:26][CH2:27]1. Given the reactants [NH2:1][CH2:2][C:3]1([C:9]([O:11][C:12]([CH3:15])([CH3:14])[CH3:13])=[O:10])[CH2:8][CH2:7][O:6][CH2:5][CH2:4]1.C([O-])([O-])=O.[K+].[K+].[I-].C([N+]1(C)[CH2:30][CH2:29][C:28](=[O:31])[CH2:27][CH2:26]1)C, predict the reaction product.